This data is from Forward reaction prediction with 1.9M reactions from USPTO patents (1976-2016). The task is: Predict the product of the given reaction. Given the reactants [H-].[Na+].[F:3][C:4]1[CH:9]=[CH:8][C:7]([OH:10])=[CH:6][CH:5]=1.[Cl:11][C:12]1[CH:28]=[C:27]([S:29]([CH3:32])(=[O:31])=[O:30])[CH:26]=[CH:25][C:13]=1[CH2:14][NH:15][C:16](=[O:24])[C:17]1[CH:22]=[CH:21][N:20]=[C:19](F)[CH:18]=1, predict the reaction product. The product is: [Cl:11][C:12]1[CH:28]=[C:27]([S:29]([CH3:32])(=[O:31])=[O:30])[CH:26]=[CH:25][C:13]=1[CH2:14][NH:15][C:16](=[O:24])[C:17]1[CH:22]=[CH:21][N:20]=[C:19]([O:10][C:7]2[CH:8]=[CH:9][C:4]([F:3])=[CH:5][CH:6]=2)[CH:18]=1.